This data is from Full USPTO retrosynthesis dataset with 1.9M reactions from patents (1976-2016). The task is: Predict the reactants needed to synthesize the given product. Given the product [Si:16]([O:15][C@@H:11]1[C@@H:12]([CH3:14])[CH2:13][N:8]([C:7]2[CH:6]=[CH:5][N:4]=[CH:3][C:2]=2[NH:1][C:47](=[O:48])[C:45]2[CH:44]=[CH:43][C:42]([F:50])=[C:41]([C:33]3[C:32]([F:31])=[CH:37][C:36]([CH:38]=[CH2:39])=[CH:35][C:34]=3[F:40])[N:46]=2)[CH2:9][C@H:10]1[NH:23][C:24](=[O:30])[O:25][C:26]([CH3:29])([CH3:28])[CH3:27])([C:19]([CH3:22])([CH3:21])[CH3:20])([CH3:18])[CH3:17], predict the reactants needed to synthesize it. The reactants are: [NH2:1][C:2]1[CH:3]=[N:4][CH:5]=[CH:6][C:7]=1[N:8]1[CH2:13][C@H:12]([CH3:14])[C@@H:11]([O:15][Si:16]([C:19]([CH3:22])([CH3:21])[CH3:20])([CH3:18])[CH3:17])[C@H:10]([NH:23][C:24](=[O:30])[O:25][C:26]([CH3:29])([CH3:28])[CH3:27])[CH2:9]1.[F:31][C:32]1[CH:37]=[C:36]([CH:38]=[CH2:39])[CH:35]=[C:34]([F:40])[C:33]=1[C:41]1[N:46]=[C:45]([C:47](O)=[O:48])[CH:44]=[CH:43][C:42]=1[F:50].